Dataset: Catalyst prediction with 721,799 reactions and 888 catalyst types from USPTO. Task: Predict which catalyst facilitates the given reaction. Reactant: [CH3:1][C:2]1[CH:7]=[CH:6][C:5]([NH:8][C:9]2[CH:14]=[CH:13][CH:12]=[CH:11][CH:10]=2)=[C:4]([N+:15]([O-])=O)[CH:3]=1. Product: [CH3:1][C:2]1[CH:3]=[C:4]([NH2:15])[C:5]([NH:8][C:9]2[CH:14]=[CH:13][CH:12]=[CH:11][CH:10]=2)=[CH:6][CH:7]=1. The catalyst class is: 99.